Task: Predict the reactants needed to synthesize the given product.. Dataset: Full USPTO retrosynthesis dataset with 1.9M reactions from patents (1976-2016) (1) Given the product [Br:14][C:15]1[CH:16]=[C:17]([C:18]([N:9]2[C:8]3[CH:13]=[C:4]([N+:1]([O-:3])=[O:2])[CH:5]=[CH:6][C:7]=3[O:12][CH2:11][CH2:10]2)=[O:19])[CH:21]=[C:22]([Br:25])[C:23]=1[OH:24], predict the reactants needed to synthesize it. The reactants are: [N+:1]([C:4]1[CH:5]=[CH:6][C:7]2[O:12][CH2:11][CH2:10][NH:9][C:8]=2[CH:13]=1)([O-:3])=[O:2].[Br:14][C:15]1[CH:16]=[C:17]([CH:21]=[C:22]([Br:25])[C:23]=1[OH:24])[C:18](Cl)=[O:19]. (2) Given the product [C:19]([O:18][C:16]([N:10]1[CH2:11][C:12]([F:14])([F:15])[CH2:13][C@H:9]1[CH2:8][CH2:7][CH2:6][CH2:5][C:4]([OH:23])=[O:3])=[O:17])([CH3:22])([CH3:20])[CH3:21], predict the reactants needed to synthesize it. The reactants are: C([O:3][C:4](=[O:23])[CH2:5][CH2:6][CH2:7][CH2:8][C@@H:9]1[CH2:13][C:12]([F:15])([F:14])[CH2:11][N:10]1[C:16]([O:18][C:19]([CH3:22])([CH3:21])[CH3:20])=[O:17])C.C(O)C.O[Li].O. (3) Given the product [F:16][C:17]1[CH:23]=[CH:22][C:20]([NH:21][C:13]([C:7]2[C:6]3[C:10](=[CH:11][CH:12]=[C:4]([N+:1]([O-:3])=[O:2])[CH:5]=3)[NH:9][N:8]=2)=[O:15])=[CH:19][CH:18]=1, predict the reactants needed to synthesize it. The reactants are: [N+:1]([C:4]1[CH:5]=[C:6]2[C:10](=[CH:11][CH:12]=1)[NH:9][N:8]=[C:7]2[C:13]([OH:15])=O)([O-:3])=[O:2].[F:16][C:17]1[CH:23]=[CH:22][C:20]([NH2:21])=[CH:19][CH:18]=1.C1C=CC2N(O)N=NC=2C=1.C(Cl)CCl. (4) Given the product [Br-:2].[F:23][C:15]1[CH:14]=[C:13]([CH:18]=[CH:17][C:16]=1[C:19]([F:22])([F:21])[F:20])[CH2:12][Zn+:1], predict the reactants needed to synthesize it. The reactants are: [Zn:1].[Br:2]CCBr.Cl[Si](C)(C)C.Br[CH2:12][C:13]1[CH:18]=[CH:17][C:16]([C:19]([F:22])([F:21])[F:20])=[C:15]([F:23])[CH:14]=1. (5) Given the product [Br:3][C:4]1[N:8]([S:41]([C:37]2[CH:36]=[N:35][CH:40]=[CH:39][CH:38]=2)(=[O:43])=[O:42])[CH:7]=[C:6]([CH2:9][N:10]([CH3:18])[C:11](=[O:17])[O:12][C:13]([CH3:14])([CH3:15])[CH3:16])[CH:5]=1, predict the reactants needed to synthesize it. The reactants are: [H-].[Na+].[Br:3][C:4]1[NH:8][CH:7]=[C:6]([CH2:9][N:10]([CH3:18])[C:11](=[O:17])[O:12][C:13]([CH3:16])([CH3:15])[CH3:14])[CH:5]=1.C1OCCOCCOCCOCCOC1.Cl.[N:35]1[CH:40]=[CH:39][CH:38]=[C:37]([S:41](Cl)(=[O:43])=[O:42])[CH:36]=1.